Task: Predict which catalyst facilitates the given reaction.. Dataset: Catalyst prediction with 721,799 reactions and 888 catalyst types from USPTO (1) Reactant: [CH3:1][O:2][C:3]1[CH:4]=[C:5]([S:9](Cl)(=[O:11])=[O:10])[CH:6]=[CH:7][CH:8]=1.[NH2:13][C:14]1[CH:26]=[CH:25][C:24]2[C:23]3[C:18](=[CH:19][C:20]([NH2:27])=[CH:21][CH:22]=3)[C:17](=[O:28])[C:16]=2[CH:15]=1. Product: [CH3:1][O:2][C:3]1[CH:4]=[C:5]([S:9]([NH:13][C:14]2[CH:26]=[CH:25][C:24]3[C:23]4[C:18](=[CH:19][C:20]([NH:27][S:9]([C:5]5[CH:6]=[CH:7][CH:8]=[C:3]([O:2][CH3:1])[CH:4]=5)(=[O:11])=[O:10])=[CH:21][CH:22]=4)[C:17](=[O:28])[C:16]=3[CH:15]=2)(=[O:11])=[O:10])[CH:6]=[CH:7][CH:8]=1. The catalyst class is: 859. (2) Reactant: [C:1](/[N:3]=[C:4](\SC)/[NH:5][C:6]1[CH:11]=[CH:10][C:9]([S:12](=[O:16])(=[O:15])[NH:13][CH3:14])=[CH:8][CH:7]=1)#[N:2].[NH2:19][NH2:20]. The catalyst class is: 8. Product: [NH2:2][C:1]1[NH:20][N:19]=[C:4]([NH:5][C:6]2[CH:11]=[CH:10][C:9]([S:12]([NH:13][CH3:14])(=[O:16])=[O:15])=[CH:8][CH:7]=2)[N:3]=1. (3) Reactant: C(OC([N:8]1[CH2:17][CH2:16][C:15]2[C:10](=[CH:11][CH:12]=[CH:13][C:14]=2/[CH:18]=[CH:19]/[C:20]([O:22][CH2:23][CH3:24])=[O:21])[CH2:9]1)=O)(C)(C)C.[ClH:25].O1CCOCC1. Product: [ClH:25].[CH2:23]([O:22][C:20](=[O:21])/[CH:19]=[CH:18]/[C:14]1[CH:13]=[CH:12][CH:11]=[C:10]2[C:15]=1[CH2:16][CH2:17][NH:8][CH2:9]2)[CH3:24]. The catalyst class is: 2.